Dataset: Catalyst prediction with 721,799 reactions and 888 catalyst types from USPTO. Task: Predict which catalyst facilitates the given reaction. (1) Reactant: C(OC([N:8]1[CH2:14][CH2:13][CH2:12][N:11]([C:15]2[N:23]([CH2:24][CH:25]=[C:26]([CH3:28])[CH3:27])[C:22]3[C:21](=[O:29])[N:20]([CH2:30][C:31]4[C:36]([C:37](=[O:41])[NH:38][CH2:39][CH3:40])=[CH:35][CH:34]=[CH:33][N:32]=4)[C:19](=[O:42])[N:18]([CH3:43])[C:17]=3[C:16]=2[C:44]#[N:45])[CH2:10][CH2:9]1)=O)(C)(C)C.FC(F)(F)C(O)=O. Product: [C:44]([C:16]1[C:17]2[N:18]([CH3:43])[C:19](=[O:42])[N:20]([CH2:30][C:31]3[N:32]=[CH:33][CH:34]=[CH:35][C:36]=3[C:37]([NH:38][CH2:39][CH3:40])=[O:41])[C:21](=[O:29])[C:22]=2[N:23]([CH2:24][CH:25]=[C:26]([CH3:27])[CH3:28])[C:15]=1[N:11]1[CH2:12][CH2:13][CH2:14][NH:8][CH2:9][CH2:10]1)#[N:45]. The catalyst class is: 4. (2) Reactant: [CH2:1]([N:4]1[C:9]2[CH:10]=[CH:11][C:12]([S:14][CH3:15])=[CH:13][C:8]=2[CH:7](O)[C:6]([CH3:18])([CH3:17])[S:5]1(=[O:20])=[O:19])[CH:2]=[CH2:3].C([SiH](CC)CC)C.C(=O)(O)[O-].[Na+]. Product: [CH3:17][C:6]1([CH3:18])[CH2:7][C:8]2[CH:13]=[C:12]([S:14][CH3:15])[CH:11]=[CH:10][C:9]=2[N:4]([CH2:1][CH:2]=[CH2:3])[S:5]1(=[O:20])=[O:19]. The catalyst class is: 55. (3) The catalyst class is: 3. Reactant: [F:1][C:2]1[CH:3]=[C:4](O)[CH:5]=[CH:6][CH:7]=1.[H-].[Na+].[NH2:11][C:12]1[N:17]2[N:18]=[C:19]([C:21]3[O:22][CH:23]=[CH:24][CH:25]=3)[N:20]=[C:16]2[N:15]=[C:14]([N:26]2[CH2:31][CH2:30][N:29]3[CH2:32][CH:33]([CH2:36][O:37]S(C)(=O)=O)[CH2:34][CH2:35][CH:28]3[CH2:27]2)[N:13]=1. Product: [F:1][C:2]1[CH:3]=[CH:4][CH:5]=[CH:6][C:7]=1[O:37][CH2:36][CH:33]1[CH2:32][N:29]2[CH2:30][CH2:31][N:26]([C:14]3[N:13]=[C:12]([NH2:11])[N:17]4[N:18]=[C:19]([C:21]5[O:22][CH:23]=[CH:24][CH:25]=5)[N:20]=[C:16]4[N:15]=3)[CH2:27][CH:28]2[CH2:35][CH2:34]1. (4) Reactant: [N+](=[C:3]([C:8]1[CH:13]=[CH:12][C:11]([Cl:14])=[C:10]([Cl:15])[CH:9]=1)[C:4]([O:6][CH3:7])=[O:5])=[N-].C(O[C:21]1[O:22][CH:23]=[CH:24][CH:25]=1)(C)(C)C. Product: [Cl:15][C:10]1[CH:9]=[C:8](/[C:3](=[CH:23]\[CH:24]=[CH:25]/[C:21](=[O:22])[C:8]([CH3:13])([CH3:9])[CH3:3])/[C:4]([O:6][CH3:7])=[O:5])[CH:13]=[CH:12][C:11]=1[Cl:14]. The catalyst class is: 81. (5) Reactant: [Br:1][C:2]1[CH:10]=[CH:9][C:5]2[NH:6][CH:7]=[N:8][C:4]=2[C:3]=1[CH3:11].[O:12]1[CH:17]=[CH:16][CH2:15][CH2:14][CH2:13]1.CC1C=CC(S(O)(=O)=O)=CC=1.O. Product: [Br:1][C:2]1[CH:10]=[CH:9][C:5]2[N:6]([CH:13]3[CH2:14][CH2:15][CH2:16][CH2:17][O:12]3)[CH:7]=[N:8][C:4]=2[C:3]=1[CH3:11]. The catalyst class is: 1. (6) Reactant: [C:1]([C@@:3]1([CH2:32][CH3:33])[CH2:7][CH2:6][N:5]([C:8]2[CH:13]=[CH:12][N:11]=[C:10]([NH:14][C:15]3[CH:27]=[CH:26][C:18]([C:19]([O:21]C(C)(C)C)=[O:20])=[C:17]([O:28][CH2:29][CH3:30])[CH:16]=3)[N:9]=2)[C:4]1=[O:31])#[N:2].[ClH:34]. Product: [ClH:34].[C:1]([C@@:3]1([CH2:32][CH3:33])[CH2:7][CH2:6][N:5]([C:8]2[CH:13]=[CH:12][N:11]=[C:10]([NH:14][C:15]3[CH:27]=[CH:26][C:18]([C:19]([OH:21])=[O:20])=[C:17]([O:28][CH2:29][CH3:30])[CH:16]=3)[N:9]=2)[C:4]1=[O:31])#[N:2]. The catalyst class is: 13. (7) Reactant: [Cl:1][C:2]1[CH:7]=[C:6]([S:8][C:9]2[CH:14]=[CH:13][C:12]([NH2:15])=[CH:11][CH:10]=2)[CH:5]=[CH:4][C:3]=1[NH:16][C:17](=[O:25])[C:18]([O:21][C:22](=[O:24])[CH3:23])([CH3:20])[CH3:19].C(N(CC)CC)C.[C:33](Cl)(=[O:35])[CH3:34].C(OCC)(=O)C. Product: [Cl:1][C:2]1[CH:7]=[C:6]([S:8][C:9]2[CH:10]=[CH:11][C:12]([NH:15][C:33](=[O:35])[CH3:34])=[CH:13][CH:14]=2)[CH:5]=[CH:4][C:3]=1[NH:16][C:17](=[O:25])[C:18]([O:21][C:22](=[O:24])[CH3:23])([CH3:20])[CH3:19]. The catalyst class is: 2. (8) Product: [C:1]([C:3]1[C:7]2[CH2:8][CH2:9][CH:10]([NH:21][CH:22]([CH2:23][OH:24])[C:25]([CH3:28])([CH3:27])[CH3:26])[CH2:11][C:6]=2[S:5][C:4]=1[NH:13][C:14](=[O:20])[CH:15]([CH2:18][CH3:19])[CH2:16][CH3:17])#[N:2]. The catalyst class is: 793. Reactant: [C:1]([C:3]1[C:7]2[CH2:8][CH2:9][C:10](=O)[CH2:11][C:6]=2[S:5][C:4]=1[NH:13][C:14](=[O:20])[CH:15]([CH2:18][CH3:19])[CH2:16][CH3:17])#[N:2].[NH2:21][CH:22]([C:25]([CH3:28])([CH3:27])[CH3:26])[CH2:23][OH:24].C(O[BH-](OC(=O)C)OC(=O)C)(=O)C.[Na+].C(O)(=O)C.